This data is from Peptide-MHC class II binding affinity with 134,281 pairs from IEDB. The task is: Regression. Given a peptide amino acid sequence and an MHC pseudo amino acid sequence, predict their binding affinity value. This is MHC class II binding data. (1) The peptide sequence is GECQIVDKIDAAFKI. The MHC is DRB1_0401 with pseudo-sequence DRB1_0401. The binding affinity (normalized) is 0.381. (2) The peptide sequence is EKKYFAATSFEPLAA. The MHC is DRB1_0101 with pseudo-sequence DRB1_0101. The binding affinity (normalized) is 0.666. (3) The peptide sequence is GKARTAWVDSGAQLG. The MHC is DRB1_0301 with pseudo-sequence DRB1_0301. The binding affinity (normalized) is 0.139. (4) The peptide sequence is YLVDGNGRFVFTDITLPNIA. The MHC is DRB1_0301 with pseudo-sequence DRB1_0301. The binding affinity (normalized) is 1.00. (5) The peptide sequence is YDKFCANVSTVLTGK. The MHC is DRB3_0202 with pseudo-sequence DRB3_0202. The binding affinity (normalized) is 0.934. (6) The peptide sequence is YDKFLANVSTVLTWK. The MHC is DRB1_0101 with pseudo-sequence DRB1_0101. The binding affinity (normalized) is 0.821. (7) The peptide sequence is TRRKLLLIFDALILL. The MHC is DRB1_0802 with pseudo-sequence DRB1_0802. The binding affinity (normalized) is 0.